This data is from TCR-epitope binding with 47,182 pairs between 192 epitopes and 23,139 TCRs. The task is: Binary Classification. Given a T-cell receptor sequence (or CDR3 region) and an epitope sequence, predict whether binding occurs between them. The epitope is NLNESLIDL. The TCR CDR3 sequence is CSVFRDADRADTQYF. Result: 0 (the TCR does not bind to the epitope).